From a dataset of TCR-epitope binding with 47,182 pairs between 192 epitopes and 23,139 TCRs. Binary Classification. Given a T-cell receptor sequence (or CDR3 region) and an epitope sequence, predict whether binding occurs between them. (1) Result: 0 (the TCR does not bind to the epitope). The TCR CDR3 sequence is CASSSEWGSGELFF. The epitope is YIFFASFYY. (2) The epitope is QARQMVQAMRTIGTHP. The TCR CDR3 sequence is CAIKSAGRSYEQYF. Result: 0 (the TCR does not bind to the epitope). (3) The epitope is RAKFKQLL. The TCR CDR3 sequence is CASSYGILVGGELFF. Result: 1 (the TCR binds to the epitope). (4) The epitope is LLMPILTLT. The TCR CDR3 sequence is CASSRGLNYEQYF. Result: 0 (the TCR does not bind to the epitope). (5) The epitope is LLFNKVTLA. The TCR CDR3 sequence is CSADTGTGGPNQPQHF. Result: 0 (the TCR does not bind to the epitope). (6) The epitope is IQYIDIGNY. The TCR CDR3 sequence is CASQRGYTDTQYF. Result: 0 (the TCR does not bind to the epitope). (7) The TCR CDR3 sequence is CSATGVGYNEQFF. The epitope is YEGNSPFHPL. Result: 0 (the TCR does not bind to the epitope). (8) The epitope is KPLEFGATSAAL. The TCR CDR3 sequence is CASSLARSGGVDTQYF. Result: 1 (the TCR binds to the epitope).